Dataset: Forward reaction prediction with 1.9M reactions from USPTO patents (1976-2016). Task: Predict the product of the given reaction. Given the reactants Cl[CH2:2][CH2:3][CH2:4][O:5][C:6]1[CH:11]=[CH:10][C:9]([C:12](=[O:14])[CH3:13])=[CH:8][CH:7]=1.[NH:15]1[CH2:20][CH2:19][CH2:18][CH2:17][CH2:16]1.C([O-])([O-])=O.[Na+].[Na+], predict the reaction product. The product is: [N:15]1([CH2:2][CH2:3][CH2:4][O:5][C:6]2[CH:11]=[CH:10][C:9]([C:12](=[O:14])[CH3:13])=[CH:8][CH:7]=2)[CH2:20][CH2:19][CH2:18][CH2:17][CH2:16]1.